Predict the reactants needed to synthesize the given product. From a dataset of Full USPTO retrosynthesis dataset with 1.9M reactions from patents (1976-2016). (1) Given the product [CH3:13][C:9]1[N:10]=[CH:11][O:12][C:8]=1[C:6]([C:15]1[CH:20]=[CH:19][CH:18]=[CH:17][CH:16]=1)=[O:7], predict the reactants needed to synthesize it. The reactants are: [Cl-].[Li+].CON(C)[C:6]([C:8]1[O:12][CH:11]=[N:10][C:9]=1[CH3:13])=[O:7].[C:15]1([Mg]Br)[CH:20]=[CH:19][CH:18]=[CH:17][CH:16]=1.Cl. (2) Given the product [F:7][C:8]1[CH:9]=[C:10]([C:14]2[C:15]([C:16]([O:18][CH2:19][CH3:20])=[O:17])=[CH:31][NH:32][CH:33]=2)[CH:11]=[CH:12][CH:13]=1, predict the reactants needed to synthesize it. The reactants are: CC(C)([O-])C.[K+].[F:7][C:8]1[CH:9]=[C:10](/[CH:14]=[CH:15]/[C:16]([O:18][CH2:19][CH3:20])=[O:17])[CH:11]=[CH:12][CH:13]=1.S([CH2:31][N+:32]#[C-:33])(C1C=CC(C)=CC=1)(=O)=O. (3) Given the product [Br:1][C:2]1[CH:3]=[C:4]([C:7]([OH:15])=[O:8])[O:5][CH:6]=1, predict the reactants needed to synthesize it. The reactants are: [Br:1][C:2]1[CH:3]=[C:4]([CH:7]=[O:8])[O:5][CH:6]=1.CC(=CC)C.P([O-])(O)(O)=[O:15].[Na+].Cl([O-])=O.[Na+]. (4) Given the product [CH3:17][O:16][N:15]([CH3:14])[C:10]([C:7]1[CH:8]=[CH:9][N:4]2[CH:3]=[CH:2][N:1]=[C:5]2[CH:6]=1)=[O:12], predict the reactants needed to synthesize it. The reactants are: [N:1]1[CH:2]=[CH:3][N:4]2[CH:9]=[CH:8][C:7]([C:10]([OH:12])=O)=[CH:6][C:5]=12.Cl.[CH3:14][NH:15][O:16][CH3:17].Cl.CN(C)CCCN=C=NCC.C(N(CC)C(C)C)(C)C. (5) Given the product [CH:1]([C:4]1[CH:27]=[CH:26][CH:25]=[CH:24][C:5]=1[O:6][CH2:7][CH2:8][N:9]([CH3:23])[C:10](=[O:22])[NH:11][C:12]1[CH:21]=[CH:20][CH:19]=[CH:18][C:13]=1[C:14]([OH:16])=[O:15])([CH3:3])[CH3:2], predict the reactants needed to synthesize it. The reactants are: [CH:1]([C:4]1[CH:27]=[CH:26][CH:25]=[CH:24][C:5]=1[O:6][CH2:7][CH2:8][N:9]([CH3:23])[C:10](=[O:22])[NH:11][C:12]1[CH:21]=[CH:20][CH:19]=[CH:18][C:13]=1[C:14]([O:16]C)=[O:15])([CH3:3])[CH3:2].O[Li].O.Cl.